Dataset: Full USPTO retrosynthesis dataset with 1.9M reactions from patents (1976-2016). Task: Predict the reactants needed to synthesize the given product. (1) Given the product [CH3:1][N:2]1[C:6]([C:7]2[CH:8]=[CH:9][C:10]([CH2:13][C:14]3([C:18]([OH:20])=[O:19])[CH2:17][CH2:16][CH2:15]3)=[CH:11][CH:12]=2)=[N:5][N:4]=[N:3]1, predict the reactants needed to synthesize it. The reactants are: [CH3:1][N:2]1[C:6]([C:7]2[CH:12]=[CH:11][C:10]([CH2:13][C:14]3([C:18]([O:20]C)=[O:19])[CH2:17][CH2:16][CH2:15]3)=[CH:9][CH:8]=2)=[N:5][N:4]=[N:3]1.[OH-].[Na+]. (2) Given the product [OH:28][CH2:27][CH2:26][N:23]1[CH2:22][CH2:21][CH:20]([O:19][C:18]2[C:13]3[C:12]4[CH:31]=[CH:32][CH:33]=[N:34][C:11]=4[NH:10][C:14]=3[CH:15]=[N:16][C:17]=2[C:29]#[N:30])[CH2:25][CH2:24]1, predict the reactants needed to synthesize it. The reactants are: C1(S([N:10]2[C:14]3[CH:15]=[N:16][C:17]([C:29]#[N:30])=[C:18]([O:19][CH:20]4[CH2:25][CH2:24][N:23]([CH2:26][CH2:27][OH:28])[CH2:22][CH2:21]4)[C:13]=3[C:12]3[CH:31]=[CH:32][CH:33]=[N:34][C:11]2=3)(=O)=O)C=CC=CC=1.C(N(CC)CC)C. (3) Given the product [Cl:37][C:34]1[CH:35]=[CH:36][C:31]([C:29]2[C:28]3[CH:38]=[C:39]([O:42][CH3:43])[CH:40]=[CH:41][C:27]=3[N:26]3[C:44]([CH3:47])=[N:45][N:46]=[C:25]3[C@H:24]([CH2:20][C:21]([NH:2][CH2:3][CH2:4][C:5]3[CH:10]=[CH:9][C:8]([OH:11])=[C:7]([OH:12])[CH:6]=3)=[O:22])[N:30]=2)=[CH:32][CH:33]=1, predict the reactants needed to synthesize it. The reactants are: Cl.[NH2:2][CH2:3][CH2:4][C:5]1[CH:6]=[C:7]([OH:12])[C:8]([OH:11])=[CH:9][CH:10]=1.O=C1CCC(=O)N1[C@@H:20]([CH:24]1[N:30]=[C:29]([C:31]2[CH:36]=[CH:35][C:34]([Cl:37])=[CH:33][CH:32]=2)[C:28]2[CH:38]=[C:39]([O:42][CH3:43])[CH:40]=[CH:41][C:27]=2[N:26]2[C:44]([CH3:47])=[N:45][N:46]=[C:25]12)[C:21]([O-])=[O:22].